Dataset: Forward reaction prediction with 1.9M reactions from USPTO patents (1976-2016). Task: Predict the product of the given reaction. (1) Given the reactants [Cl:1][C:2]1[C:7]([N:8]2[CH2:13][CH2:12][C@@H:11]([NH:14][CH:15]3[CH2:18][O:17][CH2:16]3)[C@H:10]([OH:19])[CH2:9]2)=[CH:6][C:5]([C:20]#[N:21])=[CH:4][C:3]=1[NH:22][C:23]1[N:28]=[C:27]([NH:29][CH2:30][CH3:31])[C:26]2=[N:32][CH:33]=[C:34]([C:35]#[N:36])[N:25]2[N:24]=1.[C:37](N1C=CN=C1)(N1C=CN=C1)=[O:38], predict the reaction product. The product is: [Cl:1][C:2]1[C:7]([N:8]2[CH2:13][CH2:12][C@H:11]3[N:14]([CH:15]4[CH2:16][O:17][CH2:18]4)[C:37](=[O:38])[O:19][C@@H:10]3[CH2:9]2)=[CH:6][C:5]([C:20]#[N:21])=[CH:4][C:3]=1[NH:22][C:23]1[N:28]=[C:27]([NH:29][CH2:30][CH3:31])[C:26]2=[N:32][CH:33]=[C:34]([C:35]#[N:36])[N:25]2[N:24]=1. (2) Given the reactants [O:1]([CH2:8][C@@H:9]([OH:37])[CH2:10][NH:11][CH2:12][CH2:13][CH:14]([C:26]1[CH:31]=[CH:30][C:29]([NH:32][C:33]([O:35][CH3:36])=[O:34])=[CH:28][CH:27]=1)[C:15]1[CH:20]=[CH:19][C:18]([NH:21][C:22]([O:24][CH3:25])=[O:23])=[CH:17][CH:16]=1)[C:2]1[CH:7]=[CH:6][CH:5]=[CH:4][CH:3]=1.[C:38](O)(=[O:47])[C@@H:39]([C:41]1[CH:46]=[CH:45][CH:44]=[CH:43][CH:42]=1)[OH:40], predict the reaction product. The product is: [C:38]([O:37][C@@H:9]([CH2:10][NH:11][CH2:12][CH2:13][CH:14]([C:15]1[CH:20]=[CH:19][C:18]([NH:21][C:22]([O:24][CH3:25])=[O:23])=[CH:17][CH:16]=1)[C:26]1[CH:27]=[CH:28][C:29]([NH:32][C:33]([O:35][CH3:36])=[O:34])=[CH:30][CH:31]=1)[CH2:8][O:1][C:2]1[CH:7]=[CH:6][CH:5]=[CH:4][CH:3]=1)(=[O:47])[C@@H:39]([C:41]1[CH:46]=[CH:45][CH:44]=[CH:43][CH:42]=1)[OH:40]. (3) Given the reactants [F:1][C:2]1[CH:7]=[CH:6][C:5]([O:8][CH3:9])=[CH:4][C:3]=1[C:10]1[CH:15]=[CH:14][C:13]([O:16][CH2:17][C:18]2[CH:23]=[C:22]([CH2:24][CH2:25][C:26]([O:28]CC)=[O:27])[CH:21]=[CH:20][N:19]=2)=[CH:12][C:11]=1[CH2:31][C:32]([CH3:35])([CH3:34])[CH3:33].[OH-].[Na+].Cl, predict the reaction product. The product is: [CH3:33][C:32]([CH3:35])([CH3:34])[CH2:31][C:11]1[CH:12]=[C:13]([O:16][CH2:17][C:18]2[CH:23]=[C:22]([CH2:24][CH2:25][C:26]([OH:28])=[O:27])[CH:21]=[CH:20][N:19]=2)[CH:14]=[CH:15][C:10]=1[C:3]1[CH:4]=[C:5]([O:8][CH3:9])[CH:6]=[CH:7][C:2]=1[F:1]. (4) Given the reactants [CH3:1][O:2][C:3](=[O:12])[CH2:4][C:5]1[CH:10]=[CH:9][C:8](Br)=[CH:7][CH:6]=1.C1(P(C2CCCCC2)C2C=CC=CC=2C2C(OC)=CC=CC=2OC)CCCCC1.P([O-])([O-])([O-])=O.[K+].[K+].[K+].[CH2:50]([C:52]([C:75]1[CH:80]=[CH:79][C:78](B2OC(C)(C)C(C)(C)O2)=[C:77]([CH3:90])[CH:76]=1)([C:55]1[CH:60]=[CH:59][C:58]([C:61]#[C:62][C:63]2([O:69][Si:70]([CH3:73])([CH3:72])[CH3:71])[CH2:68][CH2:67][S:66][CH2:65][CH2:64]2)=[C:57]([CH3:74])[CH:56]=1)[CH2:53][CH3:54])[CH3:51], predict the reaction product. The product is: [CH3:1][O:2][C:3](=[O:12])[CH2:4][C:5]1[CH:10]=[CH:9][C:8]([C:78]2[CH:79]=[CH:80][C:75]([C:52]([CH2:53][CH3:54])([C:55]3[CH:60]=[CH:59][C:58]([C:61]#[C:62][C:63]4([O:69][Si:70]([CH3:71])([CH3:73])[CH3:72])[CH2:68][CH2:67][S:66][CH2:65][CH2:64]4)=[C:57]([CH3:74])[CH:56]=3)[CH2:50][CH3:51])=[CH:76][C:77]=2[CH3:90])=[CH:7][CH:6]=1. (5) Given the reactants CC1(C)CCCC(C)(C)N1.C([Li])CCC.[Br:16][C:17]1[CH:22]=[CH:21][C:20]([Cl:23])=[C:19]([F:24])[CH:18]=1.CN([CH:28]=[O:29])C, predict the reaction product. The product is: [Br:16][C:17]1[C:18]([CH:28]=[O:29])=[C:19]([F:24])[C:20]([Cl:23])=[CH:21][CH:22]=1. (6) Given the reactants [H-].[Na+].[CH2:3]([O:10][CH2:11][C:12]1([OH:25])[CH2:17][CH2:16][N:15]([C:18]([O:20][C:21]([CH3:24])([CH3:23])[CH3:22])=[O:19])[CH2:14][CH2:13]1)[C:4]1[CH:9]=[CH:8][CH:7]=[CH:6][CH:5]=1.[CH3:26]I.[Cl-].[NH4+], predict the reaction product. The product is: [CH2:3]([O:10][CH2:11][C:12]1([O:25][CH3:26])[CH2:17][CH2:16][N:15]([C:18]([O:20][C:21]([CH3:22])([CH3:24])[CH3:23])=[O:19])[CH2:14][CH2:13]1)[C:4]1[CH:9]=[CH:8][CH:7]=[CH:6][CH:5]=1. (7) Given the reactants [CH3:1][NH:2][C:3]1[CH:4]=[C:5]([CH:9]=[CH:10][C:11]=1[O:12][CH3:13])[C:6]([OH:8])=O.[F:14][C:15]1[CH:16]=[C:17]([CH:19]=[CH:20][C:21]=1[S:22]([NH2:25])(=[O:24])=[O:23])[NH2:18], predict the reaction product. The product is: [F:14][C:15]1[CH:16]=[C:17]([NH:18][C:6](=[O:8])[C:5]2[CH:9]=[CH:10][C:11]([O:12][CH3:13])=[C:3]([NH:2][CH3:1])[CH:4]=2)[CH:19]=[CH:20][C:21]=1[S:22]([NH2:25])(=[O:24])=[O:23]. (8) Given the reactants [Cl:1][C:2]1[CH:3]=[C:4]([CH:8]=[CH:9][C:10]=1[N:11]([CH3:28])[C:12]([C:14]1[S:27][C:17]2[C:18]3[CH:26]=[CH:25][CH:24]=[CH:23][C:19]=3[O:20][CH2:21][CH2:22][C:16]=2[CH:15]=1)=[O:13])[C:5]([OH:7])=O.[NH2:29][CH2:30][CH2:31][NH:32][C:33](=[O:35])[CH3:34], predict the reaction product. The product is: [C:33]([NH:32][CH2:31][CH2:30][NH:29][C:5]([C:4]1[CH:8]=[CH:9][C:10]([N:11]([CH3:28])[C:12]([C:14]2[S:27][C:17]3[C:18]4[CH:26]=[CH:25][CH:24]=[CH:23][C:19]=4[O:20][CH2:21][CH2:22][C:16]=3[CH:15]=2)=[O:13])=[C:2]([Cl:1])[CH:3]=1)=[O:7])(=[O:35])[CH3:34]. (9) Given the reactants [O:1]1[CH:5]2[CH2:6][O:7][CH2:8][CH:4]2[O:3]S1(=O)=O.[Br:11][C:12]1[CH:24]=[C:23]2[C:15]([C:16]3[C:17](=[O:32])[C:18]4[CH:30]=[CH:29][C:28](O)=[CH:27][C:19]=4[C:20]([CH3:26])([CH3:25])[C:21]=3[NH:22]2)=[CH:14][CH:13]=1.C(=O)([O-])[O-].[Cs+].[Cs+].S(=O)(=O)(O)O, predict the reaction product. The product is: [Br:11][C:12]1[CH:24]=[C:23]2[C:15]([C:16]3[C:17](=[O:32])[C:18]4[CH:30]=[CH:29][C:28]([O:3][CH:4]5[CH:5]([OH:1])[CH2:6][O:7][CH2:8]5)=[CH:27][C:19]=4[C:20]([CH3:25])([CH3:26])[C:21]=3[NH:22]2)=[CH:14][CH:13]=1.